This data is from Forward reaction prediction with 1.9M reactions from USPTO patents (1976-2016). The task is: Predict the product of the given reaction. (1) Given the reactants [OH:1][NH:2][C:3]([C:5]1[CH:10]=[CH:9][C:8]([NH:11][C:12](=[O:29])[CH2:13][CH2:14][CH2:15][C:16]([NH:18][C:19]2[CH:24]=[CH:23][C:22]([C:25](=[NH:28])[NH:26][OH:27])=[CH:21][CH:20]=2)=[O:17])=[CH:7][CH:6]=1)=[NH:4].[C:30](N1C=CN=C1)(N1C=CN=C1)=[O:31].C[C:43](C)=[O:44], predict the reaction product. The product is: [O:44]=[C:43]1[O:27][NH:26][C:25]([C:22]2[CH:21]=[CH:20][C:19]([NH:18][C:16](=[O:17])[CH2:15][CH2:14][CH2:13][C:12]([NH:11][C:8]3[CH:7]=[CH:6][C:5]([C:3]4[NH:2][O:1][C:30](=[O:31])[N:4]=4)=[CH:10][CH:9]=3)=[O:29])=[CH:24][CH:23]=2)=[N:28]1. (2) Given the reactants [F:1][C:2]1[CH:20]=[CH:19][C:5]([CH2:6][N:7]2[C:15]3[C:10](=[CH:11][CH:12]=[CH:13][CH:14]=3)[CH:9]=[C:8]2[C:16]([OH:18])=O)=[CH:4][CH:3]=1.CCN(C(C)C)C(C)C.C(Cl)CCl.C1C=CC2N(O)N=NC=2C=1.[CH2:44]([N:51]1[CH2:56][CH2:55][NH:54][CH2:53][CH2:52]1)[C:45]1[CH:50]=[CH:49][CH:48]=[CH:47][CH:46]=1, predict the reaction product. The product is: [CH2:44]([N:51]1[CH2:56][CH2:55][N:54]([C:16]([C:8]2[N:7]([CH2:6][C:5]3[CH:4]=[CH:3][C:2]([F:1])=[CH:20][CH:19]=3)[C:15]3[C:10]([CH:9]=2)=[CH:11][CH:12]=[CH:13][CH:14]=3)=[O:18])[CH2:53][CH2:52]1)[C:45]1[CH:46]=[CH:47][CH:48]=[CH:49][CH:50]=1.